This data is from Forward reaction prediction with 1.9M reactions from USPTO patents (1976-2016). The task is: Predict the product of the given reaction. (1) Given the reactants [C:1]([O:7][CH3:8])(=[O:6])[CH2:2][C:3]([CH3:5])=[O:4].CO[CH:11](OC)[N:12]([CH3:14])[CH3:13], predict the reaction product. The product is: [CH3:8][O:7][C:1](=[O:6])[C:2](=[CH:11][N:12]([CH3:14])[CH3:13])[C:3](=[O:4])[CH3:5]. (2) Given the reactants C[O:2][C:3](=[O:21])[C@@H:4]([O:19][CH3:20])[CH2:5][C:6]1[CH:11]=[CH:10][CH:9]=[C:8]([O:12][C:13]([C:16]([OH:18])=O)([CH3:15])[CH3:14])[CH:7]=1.[Cl:22][C:23]1[CH:28]=[C:27]([Cl:29])[CH:26]=[CH:25][C:24]=1[CH2:30][CH2:31][NH2:32].C(O[C@@H](CC1C=CC(O[C@@H](C(=O)NCCC2C=CC(OC3C=CC=CC=3)=CC=2)C)=CC=1)C(O)=O)C, predict the reaction product. The product is: [Cl:22][C:23]1[CH:28]=[C:27]([Cl:29])[CH:26]=[CH:25][C:24]=1[CH2:30][CH2:31][NH:32][C:16]([C:13]([CH3:14])([O:12][C:8]1[CH:7]=[C:6]([CH2:5][C@H:4]([O:19][CH3:20])[C:3]([OH:2])=[O:21])[CH:11]=[CH:10][CH:9]=1)[CH3:15])=[O:18]. (3) The product is: [Br:1][C:2]1[CH:3]=[C:4]2[C:10]([N:58]3[CH2:59][C@H:55]([OH:54])[CH2:56][C@H:57]3[C:60]([N:62]([CH3:64])[CH3:63])=[O:61])([C:11]3[CH:16]=[C:15]([CH3:17])[CH:14]=[CH:13][C:12]=3[O:18][CH3:19])[C:9](=[O:21])[N:8]([S:22]([C:25]3[CH:30]=[CH:29][C:28]([O:31][CH3:32])=[CH:27][C:26]=3[O:33][C:34]([F:35])([F:36])[F:37])(=[O:24])=[O:23])[C:5]2=[N:6][CH:7]=1. Given the reactants [Br:1][C:2]1[CH:3]=[C:4]2[C:10](O)([C:11]3[CH:16]=[C:15]([CH3:17])[CH:14]=[CH:13][C:12]=3[O:18][CH3:19])[C:9](=[O:21])[N:8]([S:22]([C:25]3[CH:30]=[CH:29][C:28]([O:31][CH3:32])=[CH:27][C:26]=3[O:33][C:34]([F:37])([F:36])[F:35])(=[O:24])=[O:23])[C:5]2=[N:6][CH:7]=1.CS(OS(C)(=O)=O)(=O)=O.FC(F)(F)C(O)=O.[OH:54][C@H:55]1[CH2:59][NH:58][C@H:57]([C:60]([N:62]([CH3:64])[CH3:63])=[O:61])[CH2:56]1.C([O-])(O)=O.[Na+], predict the reaction product.